Task: Predict the reaction yield, written as a fraction of the theoretical maximum amount of product (1.0 means a 100% yield; for example, 0.34 means a 34% yield).. Dataset: Reaction yield outcomes from USPTO patents with 853,638 reactions (1) The reactants are [O:1]1[CH:5]=[C:4]([C:6]2[CH:11]=[CH:10][N:9]=[C:8]([S:12][CH3:13])[N:7]=2)[CH:3]=[N:2]1.[OH-].[Na+].C(O)(=O)CC(CC(O)=O)(C(O)=O)O. The catalyst is O.CO. The product is [CH3:13][S:12][C:8]1[N:7]=[C:6]([CH:4]([CH:5]=[O:1])[C:3]#[N:2])[CH:11]=[CH:10][N:9]=1. The yield is 0.893. (2) The reactants are [CH3:1][C:2]1[C:10]([N+:11]([O-:13])=[O:12])=[CH:9][CH:8]=[CH:7][C:3]=1[C:4]([OH:6])=[O:5].[Br:14]N1C(C)(C)C(=O)N(Br)C1=O. The catalyst is OS(O)(=O)=O. The product is [Br:14][C:8]1[CH:9]=[C:10]([N+:11]([O-:13])=[O:12])[C:2]([CH3:1])=[C:3]([CH:7]=1)[C:4]([OH:6])=[O:5]. The yield is 0.980. (3) The reactants are Br[CH2:2][C:3]([C@H:5]1[C@@H:9]2[C@@H:10]3[C@@:23]([CH3:26])([CH2:24][CH2:25][C@@:8]2([C:44]([O:46][Si](C(C)(C)C)(C)C)=[O:45])[CH2:7][CH2:6]1)[C@@:22]1([CH3:27])[C@@H:13]([C@:14]2([CH3:43])[C@@H:19]([CH2:20][CH2:21]1)[C:18]([CH3:29])([CH3:28])[C:17]([C:30]1[CH:35]=[CH:34][C:33]([C:36]([O:38][C:39]([CH3:42])([CH3:41])[CH3:40])=[O:37])=[CH:32][CH:31]=1)=[CH:16][CH2:15]2)[CH2:12][CH2:11]3)=[CH2:4].C(N(CC)CC)C.Cl.[NH2:62][CH2:63][CH2:64][C:65]([O:67][CH2:68][CH3:69])=[O:66]. The catalyst is ClCCCl. The product is [C:39]([O:38][C:36]([C:33]1[CH:32]=[CH:31][C:30]([C:17]2[C:18]([CH3:29])([CH3:28])[C@H:19]3[C@:14]([CH3:43])([CH2:15][CH:16]=2)[C@@H:13]2[C@:22]([CH3:27])([C@@:23]4([CH3:26])[C@H:10]([CH2:11][CH2:12]2)[C@H:9]2[C@H:5]([C:3]([CH2:4][NH:62][CH2:63][CH2:64][C:65]([O:67][CH2:68][CH3:69])=[O:66])=[CH2:2])[CH2:6][CH2:7][C@:8]2([C:44]([OH:46])=[O:45])[CH2:25][CH2:24]4)[CH2:21][CH2:20]3)=[CH:35][CH:34]=1)=[O:37])([CH3:40])([CH3:41])[CH3:42]. The yield is 0.646.